From a dataset of Full USPTO retrosynthesis dataset with 1.9M reactions from patents (1976-2016). Predict the reactants needed to synthesize the given product. (1) Given the product [CH:18]1([N:15]2[CH2:14][CH2:13][C:12]3[CH:22]=[CH:23][C:9]([CH2:8][C:5]4[CH:4]=[CH:3][C:2]([N:27]5[CH2:28][CH2:29][N:25]([CH3:24])[C:26]5=[O:30])=[N:7][CH:6]=4)=[CH:10][C:11]=3[CH2:17][CH2:16]2)[CH2:21][CH2:20][CH2:19]1, predict the reactants needed to synthesize it. The reactants are: Br[C:2]1[N:7]=[CH:6][C:5]([CH2:8][C:9]2[CH:23]=[CH:22][C:12]3[CH2:13][CH2:14][N:15]([CH:18]4[CH2:21][CH2:20][CH2:19]4)[CH2:16][CH2:17][C:11]=3[CH:10]=2)=[CH:4][CH:3]=1.[CH3:24][N:25]1[CH2:29][CH2:28][NH:27][C:26]1=[O:30]. (2) Given the product [NH2:7][C:8]1[CH:13]=[CH:12][CH:11]=[CH:10][C:9]=1[NH:14][C:15](=[O:47])/[CH:16]=[CH:17]/[C:18]1[CH:23]=[CH:22][C:21]([CH:24]([O:38][CH2:39][CH2:40][N:41]2[CH2:46][CH2:45][O:44][CH2:43][CH2:42]2)[C:25](=[O:37])[NH:26][C:27]2[CH:32]=[CH:31][C:30]([C:33]([F:34])([F:35])[F:36])=[CH:29][CH:28]=2)=[CH:20][CH:19]=1, predict the reactants needed to synthesize it. The reactants are: C(OC(=O)[NH:7][C:8]1[CH:13]=[CH:12][CH:11]=[CH:10][C:9]=1[NH:14][C:15](=[O:47])/[CH:16]=[CH:17]/[C:18]1[CH:23]=[CH:22][C:21]([CH:24]([O:38][CH2:39][CH2:40][N:41]2[CH2:46][CH2:45][O:44][CH2:43][CH2:42]2)[C:25](=[O:37])[NH:26][C:27]2[CH:32]=[CH:31][C:30]([C:33]([F:36])([F:35])[F:34])=[CH:29][CH:28]=2)=[CH:20][CH:19]=1)(C)(C)C.Cl.